From a dataset of Reaction yield outcomes from USPTO patents with 853,638 reactions. Predict the reaction yield, written as a fraction of the theoretical maximum amount of product (1.0 means a 100% yield; for example, 0.34 means a 34% yield). (1) The reactants are [O:1]1[CH2:6][CH2:5][N:4]([C:7]2[CH:14]=[CH:13][C:10]([CH:11]=O)=[CH:9][C:8]=2[N+:15]([O-:17])=[O:16])[CH2:3][CH2:2]1.[I-].[NH:19]1[C:27]2[C:22](=[CH:23][CH:24]=[CH:25][CH:26]=2)[C:21]([CH2:28][P+](C2C=CC=CC=2)(C2C=CC=CC=2)C2C=CC=CC=2)=[N:20]1.C(=O)([O-])[O-].[K+].[K+]. The catalyst is CO. The product is [O:1]1[CH2:6][CH2:5][N:4]([C:7]2[CH:14]=[CH:13][C:10](/[CH:11]=[CH:28]/[C:21]3[C:22]4[C:27](=[CH:26][CH:25]=[CH:24][CH:23]=4)[NH:19][N:20]=3)=[CH:9][C:8]=2[N+:15]([O-:17])=[O:16])[CH2:3][CH2:2]1. The yield is 0.300. (2) The reactants are [NH2:1][C:2]1[C:3]([Cl:9])=[N:4][CH:5]=[N:6][C:7]=1Cl.[C:10]([N:18]=[C:19]=[S:20])(=[O:17])[C:11]1[CH:16]=[CH:15][CH:14]=[CH:13][CH:12]=1. The catalyst is CC(C)=O. The product is [Cl:9][C:3]1[C:2]2[N:1]=[C:19]([NH:18][C:10](=[O:17])[C:11]3[CH:12]=[CH:13][CH:14]=[CH:15][CH:16]=3)[S:20][C:7]=2[N:6]=[CH:5][N:4]=1. The yield is 0.790. (3) The reactants are [Br:1][CH:2]([Br:12])[CH2:3][CH2:4][CH2:5][CH2:6][CH2:7][CH2:8][CH2:9][CH2:10][CH3:11].[CH3:13][N:14]1[CH:18]=[CH:17][N:16]=[CH:15]1. The catalyst is CC(C)=O. The product is [BrH:1].[Br:12][CH2:2][CH2:3][CH2:4][CH2:5][CH2:6][CH2:7][CH2:8][CH2:9][CH2:10][CH2:11][C:15]1[NH:16][CH:17]=[CH:18][N+:14]=1[CH3:13]. The yield is 0.680. (4) The reactants are BrC1C=CC(S(OCC[CH:14]2[CH:21]3[CH2:22][CH:17]4[CH2:18][CH:19]([CH2:23][CH:15]2[CH2:16]4)[CH2:20]3)(=O)=O)=CC=1.[I-:24].[Na+].C[C:27]([CH3:29])=O. No catalyst specified. The product is [C:19]12([CH2:29][CH2:27][I:24])[CH2:18][CH:17]3[CH2:22][CH:21]([CH2:14][CH:15]([CH2:16]3)[CH2:23]1)[CH2:20]2. The yield is 0.750. (5) The reactants are O=S(Cl)Cl.[C:5]([C:9]1[NH:10][C:11]2[C:16]([CH:17]=1)=[CH:15][C:14]([N+:18]([O-:20])=[O:19])=[CH:13][C:12]=2[C:21]([OH:23])=[O:22])([CH3:8])([CH3:7])[CH3:6].[CH3:24]O. No catalyst specified. The product is [C:5]([C:9]1[NH:10][C:11]2[C:16]([CH:17]=1)=[CH:15][C:14]([N+:18]([O-:20])=[O:19])=[CH:13][C:12]=2[C:21]([O:23][CH3:24])=[O:22])([CH3:8])([CH3:6])[CH3:7]. The yield is 0.700.